Dataset: Full USPTO retrosynthesis dataset with 1.9M reactions from patents (1976-2016). Task: Predict the reactants needed to synthesize the given product. (1) The reactants are: O=S(Cl)Cl.[Br:5][C:6]1[CH:7]=[CH:8][C:9]([O:15]C)=[C:10]([CH:14]=1)[C:11]([OH:13])=O.CN(C=O)C.[Al+3].[Cl-].[Cl-].[Cl-]. Given the product [Br:5][C:6]1[CH:7]=[CH:8][C:9]([OH:15])=[C:10]([C:11]([C:6]2[CH:7]=[CH:8][CH:9]=[CH:10][CH:14]=2)=[O:13])[CH:14]=1, predict the reactants needed to synthesize it. (2) Given the product [CH:1]1[C:10]2[C:5](=[CH:6][CH:7]=[CH:8][CH:9]=2)[CH:4]=[CH:3][C:2]=1[C:11]1[C:12]([C:18]2[CH:19]=[CH:20][N:21]=[CH:22][CH:23]=2)=[CH:13][C:14](=[O:17])[NH:15][N:16]=1, predict the reactants needed to synthesize it. The reactants are: [CH:1]1[C:10]2[C:5](=[CH:6][CH:7]=[CH:8][CH:9]=2)[CH:4]=[CH:3][C:2]=1[C:11]1[CH:12]([C:18]2[CH:23]=[CH:22][N:21]=[CH:20][CH:19]=2)[CH2:13][C:14](=[O:17])[NH:15][N:16]=1.BrN1C(=O)CCC1=O. (3) Given the product [Br:1][CH2:35][C:34]([C:37]1[CH:38]=[CH:39][C:40]([S:43]([NH:46][CH2:47][CH2:48][CH:49]([CH3:51])[CH3:50])(=[O:45])=[O:44])=[CH:41][CH:42]=1)=[O:36], predict the reactants needed to synthesize it. The reactants are: [Br-:1].[Br-].[Br-].C[N+](C)(C)C1C=CC=CC=1.C[N+](C1C=CC=CC=1)(C)C.C[N+](C1C=CC=CC=1)(C)C.[C:34]([C:37]1[CH:42]=[CH:41][C:40]([S:43]([NH:46][CH2:47][CH2:48][CH:49]([CH3:51])[CH3:50])(=[O:45])=[O:44])=[CH:39][CH:38]=1)(=[O:36])[CH3:35].C(OCC)(=O)C. (4) Given the product [CH3:1][O:2][C:3]1[CH:4]=[C:5]([CH:30]=[CH:31][C:32]=1[O:33][CH3:34])[CH2:6][NH:7][C:8]1[N:13]2[N:14]=[C:15]([C:17]3[O:18][CH:19]=[CH:20][CH:21]=3)[N:16]=[C:12]2[CH:11]=[C:10]([C:22]2[CH:27]=[CH:26][C:25]([CH2:28][OH:29])=[CH:24][CH:23]=2)[N:9]=1, predict the reactants needed to synthesize it. The reactants are: [CH3:1][O:2][C:3]1[CH:4]=[C:5]([CH:30]=[CH:31][C:32]=1[O:33][CH3:34])[CH2:6][NH:7][C:8]1[N:13]2[N:14]=[C:15]([C:17]3[O:18][CH:19]=[CH:20][CH:21]=3)[N:16]=[C:12]2[CH:11]=[C:10]([C:22]2[CH:27]=[CH:26][C:25]([CH:28]=[O:29])=[CH:24][CH:23]=2)[N:9]=1.[BH4-].[Na+]. (5) Given the product [Cl:14][C:13]1[C:3]([C:25]#[N:26])=[C:4]([CH:10]=[CH:11][CH:12]=1)[C:5]([O:7][CH2:8][CH3:9])=[O:6], predict the reactants needed to synthesize it. The reactants are: Cl.N[C:3]1[C:13]([Cl:14])=[CH:12][CH:11]=[CH:10][C:4]=1[C:5]([O:7][CH2:8][CH3:9])=[O:6].N([O-])=O.[Na+].C([O-])([O-])=O.[Na+].[Na+].[C-:25]#[N:26].[K+]. (6) Given the product [CH3:1][C:2]1[C:6]([C:7]2[N:8]([CH:23]=[N:27][OH:28])[C:9]3[C:14]([C:15]=2[C:16]2[CH:21]=[CH:20][C:19]([OH:22])=[CH:18][CH:17]=2)=[CH:13][CH:12]=[CH:11][CH:10]=3)=[C:5]([CH3:25])[O:4][N:3]=1, predict the reactants needed to synthesize it. The reactants are: [CH3:1][C:2]1[C:6]([C:7]2[N:8]([CH:23]=O)[C:9]3[C:14]([C:15]=2[C:16]2[CH:21]=[CH:20][C:19]([OH:22])=[CH:18][CH:17]=2)=[CH:13][CH:12]=[CH:11][CH:10]=3)=[C:5]([CH3:25])[O:4][N:3]=1.Cl.[NH2:27][OH:28].N1C=CC=CC=1.CCOC(C)=O.